Dataset: CYP2C19 inhibition data for predicting drug metabolism from PubChem BioAssay. Task: Regression/Classification. Given a drug SMILES string, predict its absorption, distribution, metabolism, or excretion properties. Task type varies by dataset: regression for continuous measurements (e.g., permeability, clearance, half-life) or binary classification for categorical outcomes (e.g., BBB penetration, CYP inhibition). Dataset: cyp2c19_veith. (1) The drug is Cc1noc(C)c1C(=O)N1CCC2(CCCN(C(=O)Nc3ccccc3)C2)CC1. The result is 0 (non-inhibitor). (2) The compound is COc1cccc(C(=O)N(Cc2ccccc2)Cc2cc3cc4c(cc3[nH]c2=O)OCCO4)c1. The result is 1 (inhibitor). (3) The molecule is O=C(NCCNS(=O)(=O)c1ccc(Cl)cc1)c1cc(OCC(F)(F)F)ccc1OCC(F)(F)F. The result is 1 (inhibitor). (4) The molecule is CCOC(=O)CC(Nc1nc(N2CCOCC2)nc(N2CCOCC2)n1)c1ccccc1Cl. The result is 1 (inhibitor). (5) The drug is COc1ccccc1CN1CC2(CCN(C(=O)c3cnccn3)CC2)C1. The result is 0 (non-inhibitor). (6) The compound is COc1ccc2c(Cl)c(-c3nnco3)sc2c1. The result is 1 (inhibitor).